From a dataset of Reaction yield outcomes from USPTO patents with 853,638 reactions. Predict the reaction yield, written as a fraction of the theoretical maximum amount of product (1.0 means a 100% yield; for example, 0.34 means a 34% yield). (1) The reactants are [CH:1]1([CH2:6][CH:7]([C:11]2[CH:16]=[CH:15][C:14]([S:17]([CH3:20])(=[O:19])=[O:18])=[C:13]([N+:21]([O-:23])=[O:22])[CH:12]=2)[C:8]([OH:10])=O)[CH2:5][CH2:4][CH2:3][CH2:2]1.C(N(CC)CC)C.F[P-](F)(F)(F)(F)F.N1(O[P+](N(C)C)(N(C)C)N(C)C)C2C=CC=CC=2N=N1.[NH2:58][C:59]1[NH:60][C:61]2[CH:67]=[CH:66][CH:65]=[CH:64][C:62]=2[N:63]=1.Cl. The catalyst is CN(C)C=O.O.C(OCC)(=O)C. The product is [NH:60]1[C:61]2[CH:67]=[CH:66][CH:65]=[CH:64][C:62]=2[N:63]=[C:59]1[NH:58][C:8](=[O:10])[CH:7]([C:11]1[CH:16]=[CH:15][C:14]([S:17]([CH3:20])(=[O:19])=[O:18])=[C:13]([N+:21]([O-:23])=[O:22])[CH:12]=1)[CH2:6][CH:1]1[CH2:2][CH2:3][CH2:4][CH2:5]1. The yield is 0.380. (2) The reactants are [F:1][C:2]1[CH:7]=[C:6]([N:8]=NC2C=CC=CC=2)[C:5]([F:16])=[CH:4][C:3]=1[OH:17]. The catalyst is C(O)C.[Pd]. The product is [NH2:8][C:6]1[C:5]([F:16])=[CH:4][C:3]([OH:17])=[C:2]([F:1])[CH:7]=1. The yield is 0.600. (3) The reactants are [Cl:1][C:2]1[CH:7]=[CH:6][CH:5]=[C:4]([N+:8]([O-:10])=[O:9])[C:3]=1Cl.[C:12]([O:16][C:17]([N:19]1[CH2:24][CH2:23][NH:22][CH2:21][CH2:20]1)=[O:18])([CH3:15])([CH3:14])[CH3:13].C([O-])([O-])=O.[K+].[K+]. The catalyst is C(#N)C. The product is [C:12]([O:16][C:17]([N:19]1[CH2:24][CH2:23][N:22]([C:3]2[C:4]([N+:8]([O-:10])=[O:9])=[CH:5][CH:6]=[CH:7][C:2]=2[Cl:1])[CH2:21][CH2:20]1)=[O:18])([CH3:15])([CH3:13])[CH3:14]. The yield is 0.700. (4) The reactants are [CH2:1]([O:3][P:4]([C:9]([C:12]1[CH:17]=[CH:16][C:15]([CH2:18][N:19](C(OC(C)(C)C)=O)[CH2:20][C:21]2[CH:26]=[CH:25][C:24]([C:27]([P:30]([O:35][CH2:36][CH3:37])([O:32][CH2:33][CH3:34])=[O:31])([F:29])[F:28])=[CH:23][CH:22]=2)=[CH:14][CH:13]=1)([F:11])[F:10])(=[O:8])[O:5][CH2:6][CH3:7])[CH3:2].[ClH:45]. The catalyst is O1CCOCC1. The product is [ClH:45].[CH2:33]([O:32][P:30]([C:27]([C:24]1[CH:23]=[CH:22][C:21]([CH2:20][NH:19][CH2:18][C:15]2[CH:16]=[CH:17][C:12]([C:9]([P:4]([O:3][CH2:1][CH3:2])([O:5][CH2:6][CH3:7])=[O:8])([F:11])[F:10])=[CH:13][CH:14]=2)=[CH:26][CH:25]=1)([F:28])[F:29])(=[O:31])[O:35][CH2:36][CH3:37])[CH3:34]. The yield is 0.990. (5) The reactants are [C:1]([O:5][C:6]([N:8]1[CH2:13][CH2:12][CH:11]([CH2:14][CH2:15][CH2:16][OH:17])[CH2:10][CH2:9]1)=[O:7])([CH3:4])([CH3:3])[CH3:2].ClCCl.[CH3:21][S:22](Cl)(=[O:24])=[O:23]. The catalyst is CO. The product is [C:1]([O:5][C:6]([N:8]1[CH2:13][CH2:12][CH:11]([CH2:14][CH2:15][CH2:16][O:17][S:22]([CH3:21])(=[O:24])=[O:23])[CH2:10][CH2:9]1)=[O:7])([CH3:4])([CH3:3])[CH3:2]. The yield is 0.970. (6) The reactants are [C:1]([C:3]1[C:4]([C:21]2[CH:26]=[CH:25][C:24]([Cl:27])=[CH:23][C:22]=2[Cl:28])=[C:5]([C:9]2[N:10]([C:14]([O:16][C:17]([CH3:20])([CH3:19])[CH3:18])=[O:15])[CH2:11][CH2:12][N:13]=2)[S:6][C:7]=1I)#[N:2].C[Sn](C)(C)[C:31]1[CH:36]=[CH:35][N:34]=[C:33]([NH:37][C:38]([CH:40]2[CH2:42][CH2:41]2)=[O:39])[CH:32]=1.[Cl-].[Li+].O1CCOCC1. The catalyst is [Cu]I.C1C=CC([P]([Pd]([P](C2C=CC=CC=2)(C2C=CC=CC=2)C2C=CC=CC=2)([P](C2C=CC=CC=2)(C2C=CC=CC=2)C2C=CC=CC=2)[P](C2C=CC=CC=2)(C2C=CC=CC=2)C2C=CC=CC=2)(C2C=CC=CC=2)C2C=CC=CC=2)=CC=1. The product is [C:1]([C:3]1[C:4]([C:21]2[CH:26]=[CH:25][C:24]([Cl:27])=[CH:23][C:22]=2[Cl:28])=[C:5]([C:9]2[N:10]([C:14]([O:16][C:17]([CH3:20])([CH3:19])[CH3:18])=[O:15])[CH2:11][CH2:12][N:13]=2)[S:6][C:7]=1[C:31]1[CH:36]=[CH:35][N:34]=[C:33]([NH:37][C:38]([CH:40]2[CH2:41][CH2:42]2)=[O:39])[CH:32]=1)#[N:2]. The yield is 0.590.